Dataset: Forward reaction prediction with 1.9M reactions from USPTO patents (1976-2016). Task: Predict the product of the given reaction. (1) The product is: [CH:1]12[NH:12][CH:9]([CH2:10][CH2:11]1)[CH2:8][C:7]1[CH:6]=[CH:5][C:4]([NH:13][C:15]3[N:20]=[C:19]([NH:21][C:22]4[CH:31]=[CH:30][CH:29]=[CH:28][C:23]=4[C:24]([NH:26][CH3:27])=[O:25])[C:18]([Cl:32])=[CH:17][N:16]=3)=[CH:3][C:2]2=1. Given the reactants [CH:1]12[NH:12][CH:9]([CH2:10][CH2:11]1)[CH2:8][C:7]1[CH:6]=[CH:5][C:4]([NH2:13])=[CH:3][C:2]2=1.Cl[C:15]1[N:20]=[C:19]([NH:21][C:22]2[CH:31]=[CH:30][CH:29]=[CH:28][C:23]=2[C:24]([NH:26][CH3:27])=[O:25])[C:18]([Cl:32])=[CH:17][N:16]=1, predict the reaction product. (2) The product is: [C:35]1([C:41]2[N:43]=[N:44][N:45]([CH2:2][CH2:3][CH2:4][CH2:5][CH2:6][N:7]3[C:11](=[O:12])[C:10]4[C:9](=[CH:16][CH:15]=[CH:14][CH:13]=4)[C:8]3=[O:17])[CH:42]=2)[CH:40]=[CH:39][CH:38]=[CH:37][CH:36]=1. Given the reactants Br[CH2:2][CH2:3][CH2:4][CH2:5][CH2:6][N:7]1[C:11](=[O:12])[C:10]2=[CH:13][CH:14]=[CH:15][CH:16]=[C:9]2[C:8]1=[O:17].CS(C)=O.O=C1O[C@H]([C@H](CO)O)C([O-])=C1O.[Na+].[C:35]1([C:41]#[CH:42])[CH:40]=[CH:39][CH:38]=[CH:37][CH:36]=1.[N-:43]=[N+:44]=[N-:45].[Na+], predict the reaction product.